The task is: Predict the product of the given reaction.. This data is from Forward reaction prediction with 1.9M reactions from USPTO patents (1976-2016). (1) The product is: [Br:1][C:2]1[CH:7]=[CH:6][C:5]([CH2:8][C:9]([N:14]([CH3:15])[CH3:12])=[O:11])=[CH:4][CH:3]=1. Given the reactants [Br:1][C:2]1[CH:7]=[CH:6][C:5]([CH2:8][C:9]([OH:11])=O)=[CH:4][CH:3]=1.[C:12](N1C=CN=C1)([N:14]1C=CN=[CH:15]1)=O.C(N(CC)CC)C.Cl.CNC, predict the reaction product. (2) Given the reactants [CH3:1][C:2]1([CH3:71])[CH:5]([C:6]([O:8][C@H:9]2[CH2:26][CH2:25][C@@:24]3([CH3:27])[C@@H:11]([CH2:12][CH2:13][C@:14]4([CH3:58])[C@@H:23]3[CH2:22][CH2:21][C@H:20]3[C@@:15]4([CH3:57])[CH2:16][CH2:17][C@@:18]4([C:34]([N:36]5[CH2:40][CH2:39][CH2:38][C@H:37]5[C:41]5[NH:42][C:43]([C:46]6[CH:51]=[CH:50][C:49]([O:52]CCOC)=[CH:48][CH:47]=6)=[CH:44][N:45]=5)=[O:35])[CH2:30][CH2:29][C@@H:28]([C:31]([CH3:33])=[CH2:32])[C@@H:19]43)[C:10]2([CH3:60])[CH3:59])=[O:7])[CH2:4][CH:3]1[C:61]([O:63]CC1C=CC=CC=1)=[O:62].C([O-])=O.[NH4+], predict the reaction product. The product is: [OH:52][C:49]1[CH:50]=[CH:51][C:46]([C:43]2[NH:42][C:41]([C@@H:37]3[CH2:38][CH2:39][CH2:40][N:36]3[C:34]([C@:18]34[CH2:30][CH2:29][C@@H:28]([C:31]([CH3:33])=[CH2:32])[C@@H:19]3[C@@H:20]3[C@@:15]([CH3:57])([CH2:16][CH2:17]4)[C@@:14]4([CH3:58])[C@@H:23]([C@:24]5([CH3:27])[C@@H:11]([CH2:12][CH2:13]4)[C:10]([CH3:60])([CH3:59])[C@@H:9]([O:8][C:6]([CH:5]4[CH2:4][CH:3]([C:61]([OH:63])=[O:62])[C:2]4([CH3:1])[CH3:71])=[O:7])[CH2:26][CH2:25]5)[CH2:22][CH2:21]3)=[O:35])=[N:45][CH:44]=2)=[CH:47][CH:48]=1. (3) The product is: [NH2:25][C:26]1[C:27]2[C:34]([C:12]3[CH:13]=[CH:14][CH:15]=[C:10]([O:9][CH2:8][C:1]45[O:7][CH:4]([CH2:3][CH2:2]4)[CH2:5][CH2:6]5)[CH:11]=3)=[CH:33][N:32]([CH:36]3[CH2:37][CH:38]([CH2:40][OH:41])[CH2:39]3)[C:28]=2[N:29]=[CH:30][N:31]=1. Given the reactants [C:1]12([CH2:8][O:9][C:10]3[CH:11]=[C:12](B4OC(C)(C)C(C)(C)O4)[CH:13]=[CH:14][CH:15]=3)[O:7][CH:4]([CH2:5][CH2:6]1)[CH2:3][CH2:2]2.[NH2:25][C:26]1[C:27]2[C:34](I)=[CH:33][N:32]([C@@H:36]3[CH2:39][C@H:38]([CH2:40][OH:41])[CH2:37]3)[C:28]=2[N:29]=[CH:30][N:31]=1.C(=O)([O-])[O-].[Na+].[Na+], predict the reaction product.